Dataset: Reaction yield outcomes from USPTO patents with 853,638 reactions. Task: Predict the reaction yield, written as a fraction of the theoretical maximum amount of product (1.0 means a 100% yield; for example, 0.34 means a 34% yield). (1) The reactants are C(=O)(OC)[O:2][C:3]1[CH:8]=[C:7]([N+:9]([O-:11])=[O:10])[C:6](Br)=[CH:5][C:4]=1[CH:13]1[CH2:17][CH2:16][CH2:15][CH2:14]1.CC1(C)C(C)(C)OB([C:29]2[CH2:30][CH2:31][N:32]([C:35]([O:37][C:38]([CH3:41])([CH3:40])[CH3:39])=[O:36])[CH2:33][CH:34]=2)O1.C([O-])([O-])=O.[Cs+].[Cs+]. The catalyst is CN(C=O)C.O.C1C=CC([P]([Pd]([P](C2C=CC=CC=2)(C2C=CC=CC=2)C2C=CC=CC=2)([P](C2C=CC=CC=2)(C2C=CC=CC=2)C2C=CC=CC=2)[P](C2C=CC=CC=2)(C2C=CC=CC=2)C2C=CC=CC=2)(C2C=CC=CC=2)C2C=CC=CC=2)=CC=1. The product is [CH:13]1([C:4]2[C:3]([OH:2])=[CH:8][C:7]([N+:9]([O-:11])=[O:10])=[C:6]([C:29]3[CH2:34][CH2:33][N:32]([C:35]([O:37][C:38]([CH3:41])([CH3:40])[CH3:39])=[O:36])[CH2:31][CH:30]=3)[CH:5]=2)[CH2:14][CH2:15][CH2:16][CH2:17]1. The yield is 0.770. (2) The reactants are [CH:1]1([CH2:4][N:5]2[CH2:10][CH2:9][C:8](=[O:11])[CH2:7][CH2:6]2)[CH2:3][CH2:2]1.[BH4-].[Na+].O.[OH-].[Na+]. The catalyst is C(O)C.ClCCl. The product is [CH:1]1([CH2:4][N:5]2[CH2:10][CH2:9][CH:8]([OH:11])[CH2:7][CH2:6]2)[CH2:2][CH2:3]1. The yield is 0.500.